This data is from Full USPTO retrosynthesis dataset with 1.9M reactions from patents (1976-2016). The task is: Predict the reactants needed to synthesize the given product. (1) The reactants are: C(OC([N:8]1[CH2:13][CH2:12][CH:11]([C:14]2[C:18]3[CH:19]=[CH:20][CH:21]=[C:22]([C:23]([F:26])([F:25])[F:24])[C:17]=3[O:16][N:15]=2)[CH2:10][CH2:9]1)=O)(C)(C)C.Cl.CCOCC. Given the product [NH:8]1[CH2:13][CH2:12][CH:11]([C:14]2[C:18]3[CH:19]=[CH:20][CH:21]=[C:22]([C:23]([F:26])([F:25])[F:24])[C:17]=3[O:16][N:15]=2)[CH2:10][CH2:9]1, predict the reactants needed to synthesize it. (2) Given the product [CH:9]1([N:6]2[C:7](=[O:8])[C:2]([N:18]3[CH2:22][CH2:21][CH2:20][CH2:19]3)=[CH:3][C:4]([C:14]([O:16][CH3:17])=[O:15])=[CH:5]2)[CH2:13][CH2:12][CH2:11][CH2:10]1, predict the reactants needed to synthesize it. The reactants are: Br[C:2]1[C:7](=[O:8])[N:6]([CH:9]2[CH2:13][CH2:12][CH2:11][CH2:10]2)[CH:5]=[C:4]([C:14]([O:16][CH3:17])=[O:15])[CH:3]=1.[NH:18]1[CH2:22][CH2:21][CH2:20][CH2:19]1.C(=O)([O-])[O-].[Cs+].[Cs+]. (3) Given the product [NH2:15][C:14]1[C:5]([NH:4][CH2:3][CH2:2][OH:1])=[C:6]([CH:11]=[CH:12][CH:13]=1)[C:7]([O:9][CH3:10])=[O:8], predict the reactants needed to synthesize it. The reactants are: [OH:1][CH2:2][CH2:3][NH:4][C:5]1[C:14]([N+:15]([O-])=O)=[CH:13][CH:12]=[CH:11][C:6]=1[C:7]([O:9][CH3:10])=[O:8]. (4) Given the product [N:8]1[CH:11]=[CH:9][N:1]=[C:2]2[CH:3]=[N:4][CH:5]=[CH:6][C:7]=12, predict the reactants needed to synthesize it. The reactants are: [NH2:1][C:2]1[CH:3]=[N:4][CH:5]=[CH:6][C:7]=1[NH2:8].[CH:9]([CH:11]=O)=O. (5) Given the product [CH3:24][O:23][C:21](=[O:22])[CH2:20][N:8]1[C:9](=[O:10])[C:4]2[C:5](=[CH:11][CH:12]=[C:2]([Br:1])[CH:3]=2)[C:6]1=[O:7], predict the reactants needed to synthesize it. The reactants are: [Br:1][C:2]1[CH:3]=[C:4]2[C:9](=[O:10])[NH:8][C:6](=[O:7])[C:5]2=[CH:11][CH:12]=1.C(=O)([O-])[O-].[K+].[K+].Br[CH2:20][C:21]([O:23][CH3:24])=[O:22]. (6) Given the product [Br:1][C:2]1[CH:3]=[CH:4][C:5]([N:8]2[CH:12]=[C:11]([CH2:13][OH:14])[N:10]=[CH:9]2)=[N:6][CH:7]=1, predict the reactants needed to synthesize it. The reactants are: [Br:1][C:2]1[CH:3]=[CH:4][C:5]([N:8]2[CH:12]=[C:11]([CH:13]=[O:14])[N:10]=[CH:9]2)=[N:6][CH:7]=1.[BH4-].[Na+].